From a dataset of Reaction yield outcomes from USPTO patents with 853,638 reactions. Predict the reaction yield, written as a fraction of the theoretical maximum amount of product (1.0 means a 100% yield; for example, 0.34 means a 34% yield). (1) The reactants are C(=O)([O-])[O-].[K+].[K+].Cl[CH2:8][C:9]1[O:10][C:11]([C:14]2[CH:19]=[CH:18][C:17]([I:20])=[CH:16][CH:15]=2)=[N:12][N:13]=1.[CH3:21][C:22]1[CH:26]=[C:25]([CH3:27])[NH:24][N:23]=1. The catalyst is CS(C)=O.C(OCC)(=O)C. The product is [CH3:21][C:22]1[CH:26]=[C:25]([CH3:27])[N:24]([CH2:8][C:9]2[O:10][C:11]([C:14]3[CH:19]=[CH:18][C:17]([I:20])=[CH:16][CH:15]=3)=[N:12][N:13]=2)[N:23]=1. The yield is 0.920. (2) The reactants are [C:1]([NH:4][C:5]1[C:6]([F:16])=[C:7]([CH2:11][CH2:12][C:13]([OH:15])=O)[CH:8]=[CH:9][CH:10]=1)(=[O:3])[CH3:2].[OH-].[Na+]. No catalyst specified. The product is [F:16][C:6]1[C:5]([NH:4][C:1](=[O:3])[CH3:2])=[CH:10][CH:9]=[C:8]2[C:7]=1[CH2:11][CH2:12][C:13]2=[O:15]. The yield is 0.380. (3) The reactants are [CH:1]([O:3][C:4]([N:6]1[CH2:30][C@:29]2([C:31](=[O:38])[CH2:32]OS(C)(=O)=O)[C@@H:8]([CH2:9][C@H:10]3[C@H:23]4[C@@:14]([F:27])([C@:15]5([CH3:26])[C:20]([C@@H:21]([F:24])[CH2:22]4)=[CH:19][C:18](=[O:25])[CH:17]=[CH:16]5)[C@@H:13]([OH:28])[CH2:12][C@@:11]32[CH3:39])[CH2:7]1)=[O:5])=[CH2:2].[I-].[Na+]. The catalyst is CC(C)=O. The product is [CH:1]([O:3][C:4]([N:6]1[CH2:30][C@:29]2([C:31](=[O:38])[CH3:32])[C@@H:8]([CH2:9][C@H:10]3[C@H:23]4[C@@:14]([F:27])([C@:15]5([CH3:26])[C:20]([C@@H:21]([F:24])[CH2:22]4)=[CH:19][C:18](=[O:25])[CH:17]=[CH:16]5)[C@@H:13]([OH:28])[CH2:12][C@@:11]32[CH3:39])[CH2:7]1)=[O:5])=[CH2:2]. The yield is 1.00. (4) The reactants are [CH2:1]1[CH2:6][C@H:5]([C:7]([OH:9])=[O:8])[CH2:4][CH2:3][C@H:2]1[CH2:10][NH2:11].[C:12]([O:15][CH:16]([O:20][C:21](ON1C(=O)CCC1=O)=[O:22])[CH2:17][CH2:18][CH3:19])(=[O:14])[CH3:13]. The catalyst is CC(OC)(C)C.CC(C)=O.O. The product is [C:12]([O:15][CH:16]([O:20][C:21]([NH:11][CH2:10][C@H:2]1[CH2:3][CH2:4][C@H:5]([C:7]([OH:9])=[O:8])[CH2:6][CH2:1]1)=[O:22])[CH2:17][CH2:18][CH3:19])(=[O:14])[CH3:13]. The yield is 0.240. (5) The reactants are [NH2:1][CH:2]1[CH2:7][CH2:6][N:5]([C:8]([O:10][C:11]([CH3:14])([CH3:13])[CH3:12])=[O:9])[CH2:4][CH2:3]1.[S:15]1[CH:19]=[CH:18][C:17]([CH:20]=O)=[CH:16]1. No catalyst specified. The product is [C:11]([O:10][C:8]([N:5]1[CH2:4][CH2:3][CH:2]([NH:1][CH2:20][C:17]2[CH:18]=[CH:19][S:15][CH:16]=2)[CH2:7][CH2:6]1)=[O:9])([CH3:14])([CH3:13])[CH3:12]. The yield is 0.710. (6) The reactants are [Br:1][C:2]1[CH:7]=[CH:6][C:5]([NH:8]/[C:9](/[C:16]2[CH:21]=[CH:20][CH:19]=[CH:18][CH:17]=2)=[CH:10]\[C:11]([O:13]CC)=O)=[CH:4][C:3]=1[O:22][CH3:23]. The catalyst is C1C=CC(C2C=CC=CC=2)=CC=1.C1C=CC(OC2C=CC=CC=2)=CC=1. The product is [Br:1][C:2]1[CH:7]=[C:6]2[C:5](=[CH:4][C:3]=1[O:22][CH3:23])[NH:8][C:9]([C:16]1[CH:17]=[CH:18][CH:19]=[CH:20][CH:21]=1)=[CH:10][C:11]2=[O:13]. The yield is 0.830. (7) The reactants are [NH2:1][C:2]1[N:3]([CH3:24])[C:4](=[O:23])[C:5]2([C:15]3[C:10](=[CH:11][CH:12]=[C:13](Br)[CH:14]=3)[O:9][CH:8]([C:17]3[CH:22]=[CH:21][CH:20]=[CH:19][CH:18]=3)[CH2:7]2)[N:6]=1.[CH3:25][S:26]([NH:29][C:30]1[CH:31]=[C:32](B(O)O)[CH:33]=[CH:34][CH:35]=1)(=[O:28])=[O:27]. The catalyst is O1CCOCC1.C([O-])([O-])=O.[Cs+].[Cs+].Cl[Pd](Cl)([P](C1C=CC=CC=1)(C1C=CC=CC=1)C1C=CC=CC=1)[P](C1C=CC=CC=1)(C1C=CC=CC=1)C1C=CC=CC=1. The product is [NH2:1][C:2]1[N:3]([CH3:24])[C:4](=[O:23])[C:5]2([C:15]3[C:10](=[CH:11][CH:12]=[C:13]([C:34]4[CH:35]=[C:30]([NH:29][S:26]([CH3:25])(=[O:27])=[O:28])[CH:31]=[CH:32][CH:33]=4)[CH:14]=3)[O:9][CH:8]([C:17]3[CH:22]=[CH:21][CH:20]=[CH:19][CH:18]=3)[CH2:7]2)[N:6]=1. The yield is 0.0400.